This data is from Reaction yield outcomes from USPTO patents with 853,638 reactions. The task is: Predict the reaction yield, written as a fraction of the theoretical maximum amount of product (1.0 means a 100% yield; for example, 0.34 means a 34% yield). (1) The reactants are [O:1]=[C:2]1[C:10]2([CH2:14][O:13][C:12]3[CH:15]=[C:16]4[C:20](=[CH:21][C:11]2=3)[CH2:19][CH2:18][O:17]4)[C:9]2[C:4](=[CH:5][CH:6]=[CH:7][CH:8]=2)[N:3]1[CH2:22][C:23]([O:25]CC)=[O:24].[Li+].[OH-].Cl. The catalyst is C(OCC)(=O)C.O. The product is [O:1]=[C:2]1[C:10]2([CH2:14][O:13][C:12]3[CH:15]=[C:16]4[C:20](=[CH:21][C:11]2=3)[CH2:19][CH2:18][O:17]4)[C:9]2[C:4](=[CH:5][CH:6]=[CH:7][CH:8]=2)[N:3]1[CH2:22][C:23]([OH:25])=[O:24]. The yield is 0.700. (2) The reactants are Cl[CH2:2][CH:3]=O.C([O:9][C:10](=[O:28])[C:11]1[C:16]([NH:17][C:18]2[CH:23]=[CH:22][C:21]([Br:24])=[CH:20][C:19]=2[Cl:25])=[C:15]([F:26])[C:14]([NH2:27])=[N:13][CH:12]=1)(C)(C)C. The catalyst is CCO. The product is [Br:24][C:21]1[CH:22]=[CH:23][C:18]([NH:17][C:16]2[C:11]([C:10]([OH:9])=[O:28])=[CH:12][N:13]3[CH:2]=[CH:3][N:27]=[C:14]3[C:15]=2[F:26])=[C:19]([Cl:25])[CH:20]=1. The yield is 0.740. (3) The yield is 0.488. The reactants are [O:1]=[S:2]1(=[O:50])[CH2:7][CH2:6][N:5]([CH2:8][CH2:9][NH:10][C@:11]23[CH2:46][CH2:45][C@@H:44]([C:47]([CH3:49])=[CH2:48])[C@@H:12]2[C@@H:13]2[C@@:26]([CH3:29])([CH2:27][CH2:28]3)[C@@:25]3([CH3:30])[C@@H:16]([C@:17]4([CH3:43])[C@@H:22]([CH2:23][CH2:24]3)[C:21]([CH3:32])([CH3:31])[C:20]([C:33]3[CH:42]=[CH:41][C:36]([C:37]([O:39][CH3:40])=[O:38])=[CH:35][CH:34]=3)=[CH:19][CH2:18]4)[CH2:15][CH2:14]2)[CH2:4][CH2:3]1.[Se](=O)=[O:52]. The product is [O:50]=[S:2]1(=[O:1])[CH2:7][CH2:6][N:5]([CH2:8][CH2:9][NH:10][C@:11]23[CH2:46][CH2:45][C@@H:44]([C:47]([CH:49]=[O:52])=[CH2:48])[C@@H:12]2[C@@H:13]2[C@@:26]([CH3:29])([CH2:27][CH2:28]3)[C@@:25]3([CH3:30])[C@@H:16]([C@:17]4([CH3:43])[C@@H:22]([CH2:23][CH2:24]3)[C:21]([CH3:32])([CH3:31])[C:20]([C:33]3[CH:42]=[CH:41][C:36]([C:37]([O:39][CH3:40])=[O:38])=[CH:35][CH:34]=3)=[CH:19][CH2:18]4)[CH2:15][CH2:14]2)[CH2:4][CH2:3]1. The catalyst is C(O)(=O)C.